Dataset: Rat liver microsome stability data. Task: Regression/Classification. Given a drug SMILES string, predict its absorption, distribution, metabolism, or excretion properties. Task type varies by dataset: regression for continuous measurements (e.g., permeability, clearance, half-life) or binary classification for categorical outcomes (e.g., BBB penetration, CYP inhibition). Dataset: rlm. (1) The drug is CCOc1ccc(N2CC(c3nc(-c4ccccn4)no3)CC2=O)cc1. The result is 0 (unstable in rat liver microsomes). (2) The compound is COc1cccc(-c2noc(Nc3ccc4c(c3)OCCO4)n2)c1. The result is 1 (stable in rat liver microsomes). (3) The molecule is Fc1ccc(Nc2nc(-c3ccncc3F)nc3ccccc23)cc1F. The result is 1 (stable in rat liver microsomes). (4) The compound is COC(=O)N1CCC(CN2CCC(CNC(=O)c3cccc4[nH]c(C(C)C)nc34)CC2)CC1. The result is 0 (unstable in rat liver microsomes). (5) The drug is CC(=O)Nc1cccc(Nc2nc3ccccc3n3c(C)nnc23)c1. The result is 0 (unstable in rat liver microsomes). (6) The molecule is CNC(=O)c1cnc(Nc2ccccn2)cc1Nc1ccccc1S(C)(=O)=O. The result is 1 (stable in rat liver microsomes).